Predict the product of the given reaction. From a dataset of Forward reaction prediction with 1.9M reactions from USPTO patents (1976-2016). (1) Given the reactants [Br:1][C:2]1[N:3]=[C:4]2[CH:10]=[CH:9][NH:8][C:5]2=[N:6][CH:7]=1.[CH3:11][C:12]1([C:19](Cl)=[O:20])[CH2:17][CH2:16][CH2:15][CH:14]([CH3:18])[CH2:13]1, predict the reaction product. The product is: [Br:1][C:2]1[N:3]=[C:4]2[C:10]([C:19]([C:12]3([CH3:11])[CH2:17][CH2:16][CH2:15][CH:14]([CH3:18])[CH2:13]3)=[O:20])=[CH:9][NH:8][C:5]2=[N:6][CH:7]=1. (2) Given the reactants CO[CH:3](OC)[N:4]([CH3:6])[CH3:5].[F:9][C:10]([F:21])([F:20])[C:11]1[CH:12]=[C:13]([C:17](=[O:19])[CH3:18])[CH:14]=[CH:15][CH:16]=1, predict the reaction product. The product is: [CH3:6][N:4]([CH3:5])/[CH:3]=[CH:18]/[C:17]([C:13]1[CH:14]=[CH:15][CH:16]=[C:11]([C:10]([F:9])([F:20])[F:21])[CH:12]=1)=[O:19].